This data is from Full USPTO retrosynthesis dataset with 1.9M reactions from patents (1976-2016). The task is: Predict the reactants needed to synthesize the given product. (1) Given the product [CH2:1]([O:5][CH2:6][CH2:7][O:8][C:9]1[CH:10]=[CH:11][C:12]([C:15]2[CH:16]=[CH:17][C:18]3[N:24]([CH2:44][C:46]4[S:50][N:49]=[C:48]([CH3:51])[CH:47]=4)[CH2:23][CH2:22][C:21]([C:25]([NH:27][C:28]4[CH:29]=[CH:30][C:31]([C@H:34]([OH:42])[C:35]5[CH:40]=[CH:39][CH:38]=[CH:37][N+:36]=5[O-:41])=[CH:32][CH:33]=4)=[O:26])=[CH:20][C:19]=3[CH:43]=2)=[CH:13][CH:14]=1)[CH2:2][CH2:3][CH3:4], predict the reactants needed to synthesize it. The reactants are: [CH2:1]([O:5][CH2:6][CH2:7][O:8][C:9]1[CH:14]=[CH:13][C:12]([C:15]2[CH:16]=[CH:17][C:18]3[NH:24][CH2:23][CH2:22][C:21]([C:25]([NH:27][C:28]4[CH:33]=[CH:32][C:31]([C@H:34]([OH:42])[C:35]5[CH:40]=[CH:39][CH:38]=[CH:37][N+:36]=5[O-:41])=[CH:30][CH:29]=4)=[O:26])=[CH:20][C:19]=3[CH:43]=2)=[CH:11][CH:10]=1)[CH2:2][CH2:3][CH3:4].[CH:44]([C:46]1[S:50][N:49]=[C:48]([CH3:51])[CH:47]=1)=O.C(O[BH-](OC(=O)C)OC(=O)C)(=O)C.[Na+].C(O)(=O)C. (2) Given the product [F:6][O:5][P:3]([CH2:7][C:8]1[CH:13]=[CH:12][C:11]([CH2:14][N:15]2[CH:19]=[CH:18][N:17]([CH2:20][C:21]3[CH:30]=[CH:29][C:24]([C:25]([OH:27])=[O:26])=[CH:23][CH:22]=3)[C:16]2=[O:31])=[CH:10][C:9]=1[Br:32])([O:2][F:1])=[O:4], predict the reactants needed to synthesize it. The reactants are: [F:1][O:2][P:3]([CH2:7][C:8]1[CH:13]=[CH:12][C:11]([CH2:14][N:15]2[CH:19]=[CH:18][N:17]([CH2:20][C:21]3[CH:30]=[CH:29][C:24]([C:25]([O:27]C)=[O:26])=[CH:23][CH:22]=3)[C:16]2=[O:31])=[CH:10][C:9]=1[Br:32])([O:5][F:6])=[O:4].